Dataset: Full USPTO retrosynthesis dataset with 1.9M reactions from patents (1976-2016). Task: Predict the reactants needed to synthesize the given product. (1) Given the product [CH3:18][C:19]1[C:26]([CH3:27])=[CH:25][CH:24]=[CH:23][C:20]=1[CH2:21][N:12]1[C:13]([CH3:17])([CH3:16])[C:14](=[O:15])[N:11]1[CH:2]1[CH:3]2[CH2:4][CH:5]3[CH2:6][CH:7]([CH2:8][CH:1]1[CH2:10]3)[CH2:9]2, predict the reactants needed to synthesize it. The reactants are: [CH:1]12[CH2:10][CH:5]3[CH2:6][CH:7]([CH2:9][CH:3]([CH2:4]3)[CH:2]1[N:11]1[C:14](=[O:15])[C:13]([CH3:17])([CH3:16])[NH:12]1)[CH2:8]2.[CH3:18][C:19]1[C:26]([CH3:27])=[CH:25][CH:24]=[CH:23][C:20]=1[CH2:21]Br. (2) Given the product [O:1]1[C:6]2[CH:7]=[CH:8][CH:9]=[CH:10][C:5]=2[O:4][CH2:3][C@@H:2]1[CH2:11][N:12]1[CH2:17][CH2:16][CH2:15][C@H:14]([C:18]2[CH:19]=[C:20]([NH2:51])[CH:21]=[CH:22][CH:23]=2)[CH2:13]1, predict the reactants needed to synthesize it. The reactants are: [O:1]1[C:6]2[CH:7]=[CH:8][CH:9]=[CH:10][C:5]=2[O:4][CH2:3][C@@H:2]1[CH2:11][N:12]1[CH2:17][CH2:16][CH2:15][C@H:14]([C:18]2[CH:19]=[C:20](OS(C(F)(F)F)(=O)=O)[CH:21]=[CH:22][CH:23]=2)[CH2:13]1.C(=O)([O-])[O-].[Cs+].[Cs+].C(=[NH:51])(C1C=CC=CC=1)C1C=CC=CC=1.C([O-])(=O)C.[Na+].Cl.NO. (3) Given the product [Br:21][C:18]1[CH:19]=[CH:20][C:15]([C:14]2[C:10]3[CH:9]=[CH:8][C:7]([O:6][CH2:5][CH2:4][CH2:3][CH2:2][N:24]([CH3:25])[CH3:23])=[CH:22][C:11]=3[S:12][CH:13]=2)=[CH:16][CH:17]=1, predict the reactants needed to synthesize it. The reactants are: Br[CH2:2][CH2:3][CH2:4][CH2:5][O:6][C:7]1[CH:8]=[CH:9][C:10]2[C:14]([C:15]3[CH:20]=[CH:19][C:18]([Br:21])=[CH:17][CH:16]=3)=[CH:13][S:12][C:11]=2[CH:22]=1.[CH3:23][NH:24][CH3:25]. (4) Given the product [CH3:1][C:2]1[N:6]([CH2:7][C:8]([N:10]2[CH2:11][CH2:12][CH:13]([C:16]3[S:17][CH:18]=[C:19]([CH2:21][CH2:22][C:23]4[C:32]5[C:27](=[CH:28][CH:29]=[CH:30][CH:31]=5)[CH:26]=[CH:25][CH:24]=4)[N:20]=3)[CH2:14][CH2:15]2)=[O:9])[N:5]=[C:4]([C:33]([F:36])([F:34])[F:35])[CH:3]=1, predict the reactants needed to synthesize it. The reactants are: [CH3:1][C:2]1[N:6]([CH2:7][C:8]([N:10]2[CH2:15][CH2:14][CH:13]([C:16]3[S:17][CH:18]=[C:19]([C:21]#[C:22][C:23]4[C:32]5[C:27](=[CH:28][CH:29]=[CH:30][CH:31]=5)[CH:26]=[CH:25][CH:24]=4)[N:20]=3)[CH2:12][CH2:11]2)=[O:9])[N:5]=[C:4]([C:33]([F:36])([F:35])[F:34])[CH:3]=1.